From a dataset of Forward reaction prediction with 1.9M reactions from USPTO patents (1976-2016). Predict the product of the given reaction. (1) The product is: [Br:19][C:16]1[CH:15]=[C:14]2[C:13](=[CH:18][CH:17]=1)[N:12]=[C:10]([C:9]([O:8][CH2:6][CH3:7])=[O:23])[N:5]=[C:20]2[CH3:21]. Given the reactants C([O-])(=O)C.[NH4+:5].[CH2:6]([O:8][C:9](=[O:23])[C:10]([NH:12][C:13]1[CH:18]=[CH:17][C:16]([Br:19])=[CH:15][C:14]=1[C:20](=O)[CH3:21])=O)[CH3:7], predict the reaction product. (2) Given the reactants [CH3:1][CH:2]([CH2:4][AlH][CH2:1][CH:2]([CH3:4])[CH3:3])[CH3:3].[NH4+:10].[OH-].[BH4-].[Na+].CO.[C:16]([O:19]CC)(=[O:18])C.O.[NH3:23].[C:24]1([CH3:30])[CH:29]=[CH:28][CH:27]=C[CH:25]=1, predict the reaction product. The product is: [C:2]([O:19][C:16]([NH:10][C@H:28]1[CH2:29][C@H:24]([CH3:30])[CH2:25][NH:23][CH2:27]1)=[O:18])([CH3:4])([CH3:3])[CH3:1]. (3) Given the reactants [C:1]([NH:9][C:10]1[CH:15]=[CH:14][NH:13][C:12](=[O:16])[N:11]=1)(=[O:8])[C:2]1[CH:7]=[CH:6][CH:5]=[CH:4][CH:3]=1.C/C(/O[Si](C)(C)C)=N\[Si](C)(C)C.C(O[CH:33]1[O:46][C@:45]([CH3:57])([CH2:47][O:48][C:49](=[O:56])[C:50]2[CH:55]=[CH:54][CH:53]=[CH:52][CH:51]=2)[C@@H:35]([O:36][C:37](=[O:44])[C:38]2[CH:43]=[CH:42][CH:41]=[CH:40][CH:39]=2)[C@@H:34]1[F:58])(=O)C, predict the reaction product. The product is: [C:1]([NH:9][C:10]1[CH:15]=[CH:14][N:13]([C@@H:33]2[O:46][C@:45]([CH3:57])([CH2:47][O:48][C:49](=[O:56])[C:50]3[CH:55]=[CH:54][CH:53]=[CH:52][CH:51]=3)[C@@H:35]([O:36][C:37](=[O:44])[C:38]3[CH:43]=[CH:42][CH:41]=[CH:40][CH:39]=3)[C@@H:34]2[F:58])[C:12](=[O:16])[N:11]=1)(=[O:8])[C:2]1[CH:7]=[CH:6][CH:5]=[CH:4][CH:3]=1. (4) Given the reactants Cl.[CH3:2][N:3]([CH3:8])[CH2:4][C:5](O)=[O:6].Cl.CN(C)CCCN=C=NCC.C(N(CC)CC)C.[O:28]1[CH2:33][CH2:32][CH2:31][CH2:30][CH:29]1[N:34]1[C:42]2[C:37](=[CH:38][C:39]([C:43]3[N:47]=[CH:46][N:45]([C:48]([C:61]4[CH:66]=[CH:65][CH:64]=[CH:63][CH:62]=4)([C:55]4[CH:60]=[CH:59][CH:58]=[CH:57][CH:56]=4)[C:49]4[CH:54]=[CH:53][CH:52]=[CH:51][CH:50]=4)[N:44]=3)=[CH:40][CH:41]=2)[C:36]([C:67]2[CH:68]=[C:69]([NH2:73])[CH:70]=[CH:71][CH:72]=2)=[N:35]1, predict the reaction product. The product is: [CH3:2][N:3]([CH3:8])[CH2:4][C:5]([NH:73][C:69]1[CH:70]=[CH:71][CH:72]=[C:67]([C:36]2[C:37]3[C:42](=[CH:41][CH:40]=[C:39]([C:43]4[N:47]=[CH:46][N:45]([C:48]([C:49]5[CH:50]=[CH:51][CH:52]=[CH:53][CH:54]=5)([C:55]5[CH:60]=[CH:59][CH:58]=[CH:57][CH:56]=5)[C:61]5[CH:66]=[CH:65][CH:64]=[CH:63][CH:62]=5)[N:44]=4)[CH:38]=3)[N:34]([CH:29]3[CH2:30][CH2:31][CH2:32][CH2:33][O:28]3)[N:35]=2)[CH:68]=1)=[O:6].